This data is from NCI-60 drug combinations with 297,098 pairs across 59 cell lines. The task is: Regression. Given two drug SMILES strings and cell line genomic features, predict the synergy score measuring deviation from expected non-interaction effect. (1) Drug 1: C1CCC(C1)C(CC#N)N2C=C(C=N2)C3=C4C=CNC4=NC=N3. Drug 2: CC1=C(C(=O)C2=C(C1=O)N3CC4C(C3(C2COC(=O)N)OC)N4)N. Cell line: OVCAR-5. Synergy scores: CSS=24.2, Synergy_ZIP=-10.2, Synergy_Bliss=-2.17, Synergy_Loewe=-36.5, Synergy_HSA=-5.35. (2) Drug 1: CC12CCC3C(C1CCC2=O)CC(=C)C4=CC(=O)C=CC34C. Drug 2: CC(C1=C(C=CC(=C1Cl)F)Cl)OC2=C(N=CC(=C2)C3=CN(N=C3)C4CCNCC4)N. Cell line: T-47D. Synergy scores: CSS=25.7, Synergy_ZIP=-7.69, Synergy_Bliss=1.65, Synergy_Loewe=0.191, Synergy_HSA=0.151. (3) Drug 1: CN(C)C1=NC(=NC(=N1)N(C)C)N(C)C. Drug 2: CCCCCOC(=O)NC1=NC(=O)N(C=C1F)C2C(C(C(O2)C)O)O. Cell line: COLO 205. Synergy scores: CSS=-6.03, Synergy_ZIP=2.80, Synergy_Bliss=0.871, Synergy_Loewe=-8.06, Synergy_HSA=-6.05. (4) Drug 1: CNC(=O)C1=CC=CC=C1SC2=CC3=C(C=C2)C(=NN3)C=CC4=CC=CC=N4. Drug 2: CCC(=C(C1=CC=CC=C1)C2=CC=C(C=C2)OCCN(C)C)C3=CC=CC=C3.C(C(=O)O)C(CC(=O)O)(C(=O)O)O. Cell line: SK-MEL-5. Synergy scores: CSS=-9.51, Synergy_ZIP=6.55, Synergy_Bliss=4.62, Synergy_Loewe=-0.601, Synergy_HSA=-3.08. (5) Drug 1: CC1=C2C(C(=O)C3(C(CC4C(C3C(C(C2(C)C)(CC1OC(=O)C(C(C5=CC=CC=C5)NC(=O)OC(C)(C)C)O)O)OC(=O)C6=CC=CC=C6)(CO4)OC(=O)C)O)C)O. Drug 2: CC1CCCC2(C(O2)CC(NC(=O)CC(C(C(=O)C(C1O)C)(C)C)O)C(=CC3=CSC(=N3)C)C)C. Cell line: SK-OV-3. Synergy scores: CSS=47.3, Synergy_ZIP=-1.20, Synergy_Bliss=-0.207, Synergy_Loewe=-4.81, Synergy_HSA=0.445. (6) Drug 1: C1CCC(CC1)NC(=O)N(CCCl)N=O. Drug 2: C1CN(P(=O)(OC1)NCCCl)CCCl. Cell line: 786-0. Synergy scores: CSS=7.00, Synergy_ZIP=-6.67, Synergy_Bliss=-3.80, Synergy_Loewe=-25.1, Synergy_HSA=-4.27. (7) Drug 1: C1CC(C1)(C(=O)O)C(=O)O.[NH2-].[NH2-].[Pt+2]. Drug 2: CN(C(=O)NC(C=O)C(C(C(CO)O)O)O)N=O. Cell line: UACC-257. Synergy scores: CSS=-2.27, Synergy_ZIP=0.539, Synergy_Bliss=-0.114, Synergy_Loewe=-3.41, Synergy_HSA=-2.93. (8) Drug 1: CC1CCC2CC(C(=CC=CC=CC(CC(C(=O)C(C(C(=CC(C(=O)CC(OC(=O)C3CCCCN3C(=O)C(=O)C1(O2)O)C(C)CC4CCC(C(C4)OC)O)C)C)O)OC)C)C)C)OC. Drug 2: CNC(=O)C1=NC=CC(=C1)OC2=CC=C(C=C2)NC(=O)NC3=CC(=C(C=C3)Cl)C(F)(F)F. Cell line: OVCAR-8. Synergy scores: CSS=7.24, Synergy_ZIP=-0.0747, Synergy_Bliss=1.26, Synergy_Loewe=-7.40, Synergy_HSA=-0.102. (9) Drug 1: C1=C(C(=O)NC(=O)N1)F. Drug 2: CN(C(=O)NC(C=O)C(C(C(CO)O)O)O)N=O. Cell line: MCF7. Synergy scores: CSS=24.7, Synergy_ZIP=2.81, Synergy_Bliss=0.267, Synergy_Loewe=-9.46, Synergy_HSA=0.649. (10) Drug 1: C1CCC(C1)C(CC#N)N2C=C(C=N2)C3=C4C=CNC4=NC=N3. Drug 2: CCC1=CC2CC(C3=C(CN(C2)C1)C4=CC=CC=C4N3)(C5=C(C=C6C(=C5)C78CCN9C7C(C=CC9)(C(C(C8N6C)(C(=O)OC)O)OC(=O)C)CC)OC)C(=O)OC.C(C(C(=O)O)O)(C(=O)O)O. Cell line: MDA-MB-231. Synergy scores: CSS=41.5, Synergy_ZIP=9.78, Synergy_Bliss=9.51, Synergy_Loewe=6.53, Synergy_HSA=10.7.